This data is from Full USPTO retrosynthesis dataset with 1.9M reactions from patents (1976-2016). The task is: Predict the reactants needed to synthesize the given product. (1) Given the product [CH3:20][O:19][C:18]1[CH:17]=[CH:16][C:4]([C:5]([NH:7][C:8]2[CH:13]=[CH:12][C:11]([F:14])=[C:10]([F:15])[CH:9]=2)=[O:6])=[CH:3][C:2]=1[NH:1][C:27]1[CH:26]=[CH:25][CH:24]=[C:23]([C:22]([F:51])([F:50])[F:21])[CH:28]=1, predict the reactants needed to synthesize it. The reactants are: [NH2:1][C:2]1[CH:3]=[C:4]([CH:16]=[CH:17][C:18]=1[O:19][CH3:20])[C:5]([NH:7][C:8]1[CH:13]=[CH:12][C:11]([F:14])=[C:10]([F:15])[CH:9]=1)=[O:6].[F:21][C:22]([F:51])([F:50])[C:23]1[CH:24]=[C:25]([Bi]([C:25]2[CH:26]=[CH:27][CH:28]=[C:23]([C:22]([F:51])([F:50])[F:21])[CH:24]=2)[C:25]2[CH:26]=[CH:27][CH:28]=[C:23]([C:22]([F:51])([F:50])[F:21])[CH:24]=2)[CH:26]=[CH:27][CH:28]=1.C(N(CC)CC)C. (2) Given the product [F:38][C:32]1[CH:33]=[CH:34][C:35]([F:37])=[CH:36][C:31]=1[CH2:30][C:28]1[O:27][N:26]=[C:25]([C:23]([NH:22][CH2:21][CH2:20][C:14]2[C:13]3[C:17](=[CH:18][CH:19]=[C:11]([C:1]4[CH:6]=[CH:5][CH:4]=[CH:3][CH:2]=4)[CH:12]=3)[NH:16][CH:15]=2)=[O:24])[CH:29]=1, predict the reactants needed to synthesize it. The reactants are: [C:1]1(B(O)O)[CH:6]=[CH:5][CH:4]=[CH:3][CH:2]=1.Br[C:11]1[CH:12]=[C:13]2[C:17](=[CH:18][CH:19]=1)[NH:16][CH:15]=[C:14]2[CH2:20][CH2:21][NH:22][C:23]([C:25]1[CH:29]=[C:28]([CH2:30][C:31]2[CH:36]=[C:35]([F:37])[CH:34]=[CH:33][C:32]=2[F:38])[O:27][N:26]=1)=[O:24].C(=O)([O-])[O-].[Na+].[Na+].